From a dataset of Forward reaction prediction with 1.9M reactions from USPTO patents (1976-2016). Predict the product of the given reaction. (1) The product is: [CH3:1][O:2][C:3](=[O:15])[CH2:4][C:5]1[CH:10]=[CH:9][C:8]([C:11]#[N:12])=[C:7]([O:17][CH3:16])[C:6]=1[Cl:14]. Given the reactants [CH3:1][O:2][C:3](=[O:15])[CH2:4][C:5]1[CH:10]=[CH:9][C:8]([C:11]#[N:12])=[C:7](F)[C:6]=1[Cl:14].[C:16](=O)([O-])[O-:17].[K+].[K+], predict the reaction product. (2) Given the reactants [CH3:1][C:2]1[CH:3]=[C:4]([OH:10])[CH:5]=[CH:6][C:7]=1[O:8][CH3:9].[OH-].[CH2:12]([N+:19](C)(C)C)[C:13]1C=CC=C[CH:14]=1, predict the reaction product. The product is: [CH3:9][O:8][C:7]1[CH:6]=[CH:5][C:4]([O:10][CH2:14][CH2:13][C:12]#[N:19])=[CH:3][C:2]=1[CH3:1]. (3) Given the reactants CN(C(ON1N=NC2C=CC=NC1=2)=[N+](C)C)C.F[P-](F)(F)(F)(F)F.[O:25]1[CH2:30][CH2:29][N:28]([C:31]2[CH:32]=[C:33]([CH:37]=[C:38]([C:40]([F:43])([F:42])[F:41])[CH:39]=2)[C:34]([O-:36])=O)[CH2:27][CH2:26]1.[NH2:44][C:45]1[CH:46]=[C:47]([C:51]2[CH:59]=[C:58]3[C:54]([C:55]([C:68]4[CH:73]=[CH:72][C:71]([O:74][CH3:75])=[CH:70][CH:69]=4)=[CH:56][N:57]3[C:60]3[N:65]=[CH:64][N:63]=[C:62]([NH:66][CH3:67])[CH:61]=3)=[CH:53][CH:52]=2)[CH:48]=[CH:49][CH:50]=1.CCN(C(C)C)C(C)C.C(=O)(O)[O-].[Na+], predict the reaction product. The product is: [CH3:75][O:74][C:71]1[CH:70]=[CH:69][C:68]([C:55]2[C:54]3[C:58](=[CH:59][C:51]([C:47]4[CH:46]=[C:45]([NH:44][C:34](=[O:36])[C:33]5[CH:37]=[C:38]([C:40]([F:43])([F:42])[F:41])[CH:39]=[C:31]([N:28]6[CH2:27][CH2:26][O:25][CH2:30][CH2:29]6)[CH:32]=5)[CH:50]=[CH:49][CH:48]=4)=[CH:52][CH:53]=3)[N:57]([C:60]3[CH:61]=[C:62]([NH:66][CH3:67])[N:63]=[CH:64][N:65]=3)[CH:56]=2)=[CH:73][CH:72]=1. (4) The product is: [F:1][C:2]1[CH:10]=[C:9]2[C:5]([CH2:6][CH2:7][N:8]2[CH:11]2[CH2:12][CH2:13][N:14]([C:17]3[N:22]=[N:21][C:20]([C:23]4[CH:24]=[N:25][N:26]([CH2:28][C:29]([NH:37][CH3:36])=[O:30])[CH:27]=4)=[CH:19][CH:18]=3)[CH2:15][CH2:16]2)=[CH:4][CH:3]=1. Given the reactants [F:1][C:2]1[CH:10]=[C:9]2[C:5]([CH2:6][CH2:7][N:8]2[CH:11]2[CH2:16][CH2:15][N:14]([C:17]3[N:22]=[N:21][C:20]([C:23]4[CH:24]=[N:25][N:26]([CH2:28][C:29](OCC)=[O:30])[CH:27]=4)=[CH:19][CH:18]=3)[CH2:13][CH2:12]2)=[CH:4][CH:3]=1.CO.[CH3:36][NH2:37], predict the reaction product.